From a dataset of Reaction yield outcomes from USPTO patents with 853,638 reactions. Predict the reaction yield, written as a fraction of the theoretical maximum amount of product (1.0 means a 100% yield; for example, 0.34 means a 34% yield). (1) The reactants are [OH:1][C:2]1[C:11]([N+:12]([O-:14])=[O:13])=[CH:10][CH:9]=[CH:8][C:3]=1[C:4]([O:6][CH3:7])=[O:5].[C:15]([O-])([O-])=O.[K+].[K+].IC.O. The catalyst is CN(C=O)C. The product is [CH3:15][O:1][C:2]1[C:11]([N+:12]([O-:14])=[O:13])=[CH:10][CH:9]=[CH:8][C:3]=1[C:4]([O:6][CH3:7])=[O:5]. The yield is 0.988. (2) The reactants are [CH3:1][C@H:2]1[C@@H:7]([NH2:8])[CH2:6][CH2:5][O:4][CH2:3]1.CCN(C(C)C)C(C)C.[Cl:18][C:19]1[N:24]=[C:23](Cl)[C:22]([N+:26]([O-:28])=[O:27])=[CH:21][N:20]=1. The catalyst is C1COCC1.CCOC(C)=O. The product is [Cl:18][C:19]1[N:24]=[C:23]([NH:8][C@H:7]2[CH2:6][CH2:5][O:4][CH2:3][C@H:2]2[CH3:1])[C:22]([N+:26]([O-:28])=[O:27])=[CH:21][N:20]=1. The yield is 0.400.